Task: Regression/Classification. Given a drug SMILES string, predict its absorption, distribution, metabolism, or excretion properties. Task type varies by dataset: regression for continuous measurements (e.g., permeability, clearance, half-life) or binary classification for categorical outcomes (e.g., BBB penetration, CYP inhibition). Dataset: cyp2d6_veith.. Dataset: CYP2D6 inhibition data for predicting drug metabolism from PubChem BioAssay (1) The drug is Cc1c(O)c(=O)n(-c2ccccc2)n1C. The result is 0 (non-inhibitor). (2) The molecule is COc1ccc(NC(=O)N2CC3(CCN(C(=O)c4ccncc4)CC3)C2)cc1. The result is 0 (non-inhibitor).